From a dataset of Full USPTO retrosynthesis dataset with 1.9M reactions from patents (1976-2016). Predict the reactants needed to synthesize the given product. (1) Given the product [CH2:1]([N:3]1[CH2:15][CH2:14][C:6]2[N:7]([CH2:16][CH2:17][C:18]3[CH:23]=[CH:22][CH:21]=[CH:20][CH:19]=3)[C:8]3[CH:9]=[CH:10][CH:11]=[CH:12][C:13]=3[C:5]=2[CH2:4]1)[CH3:2], predict the reactants needed to synthesize it. The reactants are: [CH2:1]([N:3]1[CH2:15][CH2:14][C:6]2[NH:7][C:8]3[CH:9]=[CH:10][CH:11]=[CH:12][C:13]=3[C:5]=2[CH2:4]1)[CH3:2].[CH2:16]=[CH:17][C:18]1[CH:23]=[CH:22][CH:21]=[CH:20][CH:19]=1.[H-].[Na+]. (2) Given the product [O:51]1[C:47]2([CH2:52][CH2:53][N:44]([CH2:42][CH2:41][O:39][C:38]3[CH:37]=[CH:36][C:4]([CH2:5][N:7]([CH:33]([CH3:35])[CH3:34])[C:8]4[CH:13]=[C:12]([O:14][CH3:15])[CH:11]=[CH:10][C:9]=4[CH:16]4[CH2:25][CH2:24][C:23]5[CH:22]=[C:21]([OH:26])[CH:20]=[CH:19][C:18]=5[CH2:17]4)=[CH:3][C:2]=3[F:1])[CH2:45][CH2:46]2)[O:48][CH2:49][CH2:50]1, predict the reactants needed to synthesize it. The reactants are: [F:1][C:2]1[CH:3]=[C:4]([CH:36]=[CH:37][C:38]=1[OH:39])[C:5]([N:7]([CH:33]([CH3:35])[CH3:34])[C:8]1[CH:13]=[C:12]([O:14][CH3:15])[CH:11]=[CH:10][C:9]=1[CH:16]1[CH2:25][CH2:24][C:23]2[CH:22]=[C:21]([O:26]C(=O)C(C)(C)C)[CH:20]=[CH:19][C:18]=2[CH2:17]1)=O.Cl[CH2:41][C:42]([N:44]1[CH2:53][CH2:52][C:47]2([O:51][CH2:50][CH2:49][O:48]2)[CH2:46][CH2:45]1)=O. (3) Given the product [F:35][C:36]1[CH:37]=[CH:38][C:39]([N:45]2[N:49]=[CH:48][CH:47]=[N:46]2)=[C:40]([C:41]([N:3]2[CH2:4][CH2:5][C@@H:6]3[C@@H:1]([N:8]([C:9]4[CH:18]=[N:17][C:16]5[C:11](=[CH:12][CH:13]=[CH:14][CH:15]=5)[N:10]=4)[CH2:7]3)[CH2:2]2)=[O:42])[CH:44]=1, predict the reactants needed to synthesize it. The reactants are: [C@@H:1]12[N:8]([C:9]3[CH:18]=[N:17][C:16]4[C:11](=[CH:12][CH:13]=[CH:14][CH:15]=4)[N:10]=3)[CH2:7][C@@H:6]1[CH2:5][CH2:4][NH:3][CH2:2]2.CC1C=C(C)N=C(N2[C@@H]3[C@@H](CCNC3)C2)N=1.[F:35][C:36]1[CH:37]=[CH:38][C:39]([N:45]2[N:49]=[CH:48][CH:47]=[N:46]2)=[C:40]([CH:44]=1)[C:41](O)=[O:42].S1C=CC=C1C1C=CC=CC=1C(O)=O. (4) The reactants are: [C:1]([O:4][CH2:5][C:6]1[CH2:13][S:12][C@@H:11]2[N:8]([C:9](=[O:33])[C@H:10]2[NH:14][C:15](=[O:32])[CH2:16][N:17]([CH2:25][C:26]2[CH:31]=[CH:30][CH:29]=[CH:28][N:27]=2)[CH2:18][C:19]2[CH:24]=[CH:23][CH:22]=[CH:21][N:20]=2)[C:7]=1[C:34]([O:36]C)=[O:35])(=[O:3])[CH3:2].O.[OH-].[Li+].Cl. Given the product [C:1]([O:4][CH2:5][C:6]1[CH2:13][S:12][C@@H:11]2[N:8]([C:9](=[O:33])[C@H:10]2[NH:14][C:15](=[O:32])[CH2:16][N:17]([CH2:25][C:26]2[CH:31]=[CH:30][CH:29]=[CH:28][N:27]=2)[CH2:18][C:19]2[CH:24]=[CH:23][CH:22]=[CH:21][N:20]=2)[C:7]=1[C:34]([OH:36])=[O:35])(=[O:3])[CH3:2], predict the reactants needed to synthesize it.